Task: Predict the product of the given reaction.. Dataset: Forward reaction prediction with 1.9M reactions from USPTO patents (1976-2016) (1) The product is: [Br:6][C:7]1[C:12]([CH3:13])=[CH:11][C:10]([CH:17]=[O:18])=[CH:9][N:8]=1. Given the reactants C([Mg]Cl)(C)C.[Br:6][C:7]1[C:12]([CH3:13])=[CH:11][C:10](Br)=[CH:9][N:8]=1.N1(C=O)CC[O:18][CH2:17]C1.O, predict the reaction product. (2) Given the reactants [Br:1][C:2]1[CH:3]=[C:4]([CH:7]=[CH:8][C:9]=1[OH:10])[CH:5]=[O:6].C([O-])([O-])=O.[K+].[K+].Br[CH2:18][C:19]([CH3:21])=[CH2:20], predict the reaction product. The product is: [Br:1][C:2]1[CH:3]=[C:4]([CH:7]=[CH:8][C:9]=1[O:10][CH2:20][C:19]([CH3:21])=[CH2:18])[CH:5]=[O:6]. (3) Given the reactants [C:1]1([N:7]2[C:11]([NH:12][C:13]3[CH:21]=[CH:20][C:19]([O:22][CH3:23])=[CH:18][C:14]=3[C:15](O)=[O:16])=[CH:10][C:9]([C:24]3[CH:29]=[CH:28][CH:27]=[CH:26][CH:25]=3)=[N:8]2)[CH:6]=[CH:5][CH:4]=[CH:3][CH:2]=1.[C:30]1([CH3:40])[C:31]([S:36]([NH2:39])(=[O:38])=[O:37])=[CH:32][CH:33]=[CH:34][CH:35]=1.CCN=C=NCCCN(C)C.Cl.C(N(CC)CC)C, predict the reaction product. The product is: [C:1]1([N:7]2[C:11]([NH:12][C:13]3[CH:21]=[CH:20][C:19]([O:22][CH3:23])=[CH:18][C:14]=3[C:15]([NH:39][S:36]([C:31]3[CH:32]=[CH:33][CH:34]=[CH:35][C:30]=3[CH3:40])(=[O:37])=[O:38])=[O:16])=[CH:10][C:9]([C:24]3[CH:29]=[CH:28][CH:27]=[CH:26][CH:25]=3)=[N:8]2)[CH:6]=[CH:5][CH:4]=[CH:3][CH:2]=1.